From a dataset of Hepatocyte clearance measurements from AstraZeneca. Regression/Classification. Given a drug SMILES string, predict its absorption, distribution, metabolism, or excretion properties. Task type varies by dataset: regression for continuous measurements (e.g., permeability, clearance, half-life) or binary classification for categorical outcomes (e.g., BBB penetration, CYP inhibition). For this dataset (clearance_hepatocyte_az), we predict log10(clearance) (log10 of the in vitro intrinsic clearance, CLint, in uL/min per 10^6 hepatocytes; values are censored to the assay range of 3 to 150, which is 0.477 to 2.18 on this log10 scale). (1) The molecule is Cc1ccc2c(NC[C@](O)(CC(C)(C)c3cc(F)cc4c3OCC4)C(F)(F)F)cccc2n1. The log10(clearance) is 1.70. (2) The molecule is COc1ccc(/C=C2\NC(=O)NC2=O)cc1. The log10(clearance) is 1.60. (3) The drug is COc1ccc(N(C(=O)c2ccoc2Cl)C(C(=O)NC[C@@H](C)O)c2ccccc2F)c(OC)c1. The log10(clearance) is 1.52. (4) The compound is CCC1=C(C)CN(C(=O)NCCc2ccc(S(=O)(=O)NC(=O)N[C@H]3CC[C@H](C)CC3)cc2)C1=O. The log10(clearance) is 1.37. (5) The drug is CCCc1nn(C)c2c(=O)[nH]c(-c3cc(S(=O)(=O)N4CCN(C)CC4)ccc3OCC)nc12. The log10(clearance) is 1.22. (6) The molecule is Cc1noc2cc(N3CCN(C(=O)[C@@H]4CCCC[C@H]4C(=O)NC4(C#N)CC4)[C@H](C)C3)ccc12. The log10(clearance) is 0.970. (7) The molecule is COc1ccc(Cl)cc1C(=O)NCCc1ccc(S(=O)(=O)NC(=O)NC2CCCCC2)cc1. The log10(clearance) is 1.16.